This data is from Aqueous solubility values for 9,982 compounds from the AqSolDB database. The task is: Regression/Classification. Given a drug SMILES string, predict its absorption, distribution, metabolism, or excretion properties. Task type varies by dataset: regression for continuous measurements (e.g., permeability, clearance, half-life) or binary classification for categorical outcomes (e.g., BBB penetration, CYP inhibition). For this dataset (solubility_aqsoldb), we predict Y. (1) The molecule is C=C1CC/C=C(\C)CC[C@@H]2[C@@H]1CC2(C)C. The Y is -6.34 log mol/L. (2) The molecule is CNC(CC(=O)O)C(=O)O. The Y is -0.754 log mol/L. (3) The Y is -2.34 log mol/L. The drug is CCC(=O)OCc1ccccc1.